Dataset: Retrosynthesis with 50K atom-mapped reactions and 10 reaction types from USPTO. Task: Predict the reactants needed to synthesize the given product. (1) Given the product CCCS(=O)(=O)Nc1ccc(F)c(C(=O)c2c[nH]c3ncc(-c4cnc(OC)nc4)nc23)c1F, predict the reactants needed to synthesize it. The reactants are: CCCS(=O)(=O)Nc1ccc(F)c(C(=O)c2c[nH]c3ncc(Br)nc23)c1F.COc1ncc(B(O)O)cn1. (2) Given the product COc1ccccc1C1(O)CCCC2CN(Cc3ccccc3)CC21, predict the reactants needed to synthesize it. The reactants are: COc1ccccc1[Mg+].O=C1CCCC2CN(Cc3ccccc3)CC12. (3) Given the product CN1CCN(c2ccc(C(=O)N(C)Cc3ccccc3)cc2S(N)(=O)=O)CC1, predict the reactants needed to synthesize it. The reactants are: CN(Cc1ccccc1)C(=O)c1ccc(Cl)c(S(N)(=O)=O)c1.CN1CCNCC1. (4) Given the product CCCCCCCCCCCCn1nnc(C(NC(C)=O)C(=O)Nc2c(C(C)C)cccc2C(C)C)n1, predict the reactants needed to synthesize it. The reactants are: CC(=O)Cl.CCCCCCCCCCCCn1nnc(C(N)C(=O)Nc2c(C(C)C)cccc2C(C)C)n1. (5) The reactants are: Nc1ncnc2c1nnn2[C@@H]1O[C@H](CO)[C@@H](O)[C@H]1O.O=C(Cl)c1ccccc1. Given the product O=C(Nc1ncnc2c1nnn2[C@@H]1O[C@H](CO)[C@@H](O)[C@H]1O)c1ccccc1, predict the reactants needed to synthesize it. (6) Given the product Cc1ccc(-n2nccn2)c(C(=O)N2CCC[C@@H](C)[C@H]2CNc2ncccc2C(F)(F)F)c1, predict the reactants needed to synthesize it. The reactants are: Cc1ccc(-n2nccn2)c(C(=O)N2CCC[C@@H](C)[C@H]2CN)c1.FC(F)(F)c1cccnc1Cl. (7) Given the product O=C(c1cccc(C(F)(F)F)c1Cl)N1CCn2c(nnc2-c2ccccc2)C1, predict the reactants needed to synthesize it. The reactants are: O=C(c1cccc(C(F)(F)F)c1Cl)N1CCn2c(Br)nnc2C1.OB(O)c1ccccc1. (8) Given the product NCC1Cc2c(C(F)(F)F)ccc(Cl)c2O1, predict the reactants needed to synthesize it. The reactants are: [N-]=[N+]=NCC1Cc2c(C(F)(F)F)ccc(Cl)c2O1. (9) Given the product C[C@H](NC(=O)OCc1ccccc1)C(=O)Nn1cccc1, predict the reactants needed to synthesize it. The reactants are: C[C@H](NC(=O)OCc1ccccc1)C(=O)O.Nn1cccc1.